This data is from Forward reaction prediction with 1.9M reactions from USPTO patents (1976-2016). The task is: Predict the product of the given reaction. (1) Given the reactants [CH2:1]([P:10](=[O:17])([O:14][CH2:15][CH3:16])[O:11][CH2:12][CH3:13])[P:2](=[O:9])([O:6][CH2:7][CH3:8])[O:3][CH2:4][CH3:5].[H-].[Na+].Br[CH2:21][C:22]([O:24][C:25]([CH3:28])([CH3:27])[CH3:26])=[O:23], predict the reaction product. The product is: [CH2:15]([O:14][P:10]([CH:1]([P:2]([O:6][CH2:7][CH3:8])([O:3][CH2:4][CH3:5])=[O:9])[CH2:21][C:22]([O:24][C:25]([CH3:28])([CH3:27])[CH3:26])=[O:23])([O:11][CH2:12][CH3:13])=[O:17])[CH3:16]. (2) Given the reactants [CH3:1][O:2][C:3]1[CH:4]=[CH:5][C:6]2[NH:11][CH2:10][C:9](=[O:12])[N:8]([C:13]3[CH:14]=[C:15]4[C:20](=[CH:21][CH:22]=3)[CH:19]([CH2:23][NH:24][C:25](=[O:31])[O:26][C:27]([CH3:30])([CH3:29])[CH3:28])[CH2:18][CH2:17][CH2:16]4)[C:7]=2[N:32]=1, predict the reaction product. The product is: [CH3:1][O:2][C:3]1[CH:4]=[CH:5][C:6]2[N:11]=[CH:10][C:9](=[O:12])[N:8]([C:13]3[CH:14]=[C:15]4[C:20](=[CH:21][CH:22]=3)[CH:19]([CH2:23][NH:24][C:25](=[O:31])[O:26][C:27]([CH3:28])([CH3:30])[CH3:29])[CH2:18][CH2:17][CH2:16]4)[C:7]=2[N:32]=1.